This data is from Forward reaction prediction with 1.9M reactions from USPTO patents (1976-2016). The task is: Predict the product of the given reaction. Given the reactants [N:1]1[CH:6]=[CH:5][C:4]([N:7]2[CH2:12][CH2:11][CH2:10][CH:9]([C:13]([O:15]CC)=[O:14])[CH2:8]2)=[CH:3][CH:2]=1.[ClH:18], predict the reaction product. The product is: [ClH:18].[N:1]1[CH:2]=[CH:3][C:4]([N:7]2[CH2:12][CH2:11][CH2:10][CH:9]([C:13]([OH:15])=[O:14])[CH2:8]2)=[CH:5][CH:6]=1.